This data is from Full USPTO retrosynthesis dataset with 1.9M reactions from patents (1976-2016). The task is: Predict the reactants needed to synthesize the given product. Given the product [NH2:44][CH2:45][CH2:46][CH2:47][N:1]([C@@H:2]([C:6]1[N:7]([CH2:17][C:18]2[CH:23]=[CH:22][CH:21]=[CH:20][CH:19]=2)[C:8](=[O:16])[C:9]2[CH:15]=[N:14][CH:13]=[CH:12][C:10]=2[N:11]=1)[CH:3]([CH3:5])[CH3:4])[C:34](=[O:35])[C:36]1[CH:22]=[CH:23][C:18]([CH3:17])=[CH:19][CH:20]=1.[C:38]([O:42][C:43](=[O:49])[NH:44][CH2:45][CH2:46][CH2:47][NH:1][CH:2]([C:6]1[N:7]([CH2:17][C:18]2[CH:23]=[CH:22][CH:21]=[CH:20][CH:19]=2)[C:8](=[O:16])[C:9]2[CH:15]=[N:14][CH:13]=[CH:12][C:10]=2[N:11]=1)[CH:3]([CH3:5])[CH3:4])([CH3:41])([CH3:40])[CH3:39], predict the reactants needed to synthesize it. The reactants are: [NH2:1][CH:2]([C:6]1[N:7]([CH2:17][C:18]2[CH:23]=[CH:22][CH:21]=[CH:20][CH:19]=2)[C:8](=[O:16])[C:9]2[CH:15]=[N:14][CH:13]=[CH:12][C:10]=2[N:11]=1)[CH:3]([CH3:5])[CH3:4].[BH-](O[C:34]([CH3:36])=[O:35])(OC(C)=O)OC(C)=O.[Na+].[C:38]([O:42][C:43](=[O:49])[NH:44][CH2:45][CH2:46][CH:47]=O)([CH3:41])([CH3:40])[CH3:39].